From a dataset of Reaction yield outcomes from USPTO patents with 853,638 reactions. Predict the reaction yield, written as a fraction of the theoretical maximum amount of product (1.0 means a 100% yield; for example, 0.34 means a 34% yield). (1) The reactants are [CH3:1][O:2][C:3]1[CH:8]=[CH:7][C:6]([C:9]2([C:12]3O[C:15]([NH2:17])=[N:14][N:13]=3)[CH2:11][CH2:10]2)=[CH:5][CH:4]=1.[NH2:18][NH2:19]. The catalyst is O. The product is [CH3:1][O:2][C:3]1[CH:8]=[CH:7][C:6]([C:9]2([C:12]3[N:18]([NH2:19])[C:15]([NH2:17])=[N:14][N:13]=3)[CH2:11][CH2:10]2)=[CH:5][CH:4]=1. The yield is 0.471. (2) The product is [CH2:1]([O:8][NH:9][CH3:10])[C:2]1[CH:7]=[CH:6][CH:5]=[CH:4][CH:3]=1. The yield is 0.880. The catalyst is C(Cl)Cl. The reactants are [CH2:1]([O:8][N:9](CC)[C:10](=O)OC(C)(C)C)[C:2]1[CH:7]=[CH:6][CH:5]=[CH:4][CH:3]=1.C(O)(C(F)(F)F)=O.